This data is from Full USPTO retrosynthesis dataset with 1.9M reactions from patents (1976-2016). The task is: Predict the reactants needed to synthesize the given product. (1) Given the product [CH2:20]([NH:24][C:2]1[CH:7]=[C:6]([O:8][CH2:9][CH2:10][CH2:11][N:12]([CH2:15][CH3:16])[CH2:13][CH3:14])[CH:5]=[CH:4][C:3]=1[N+:17]([O-:19])=[O:18])[CH2:21][CH2:22][CH3:23], predict the reactants needed to synthesize it. The reactants are: F[C:2]1[CH:7]=[C:6]([O:8][CH2:9][CH2:10][CH2:11][N:12]([CH2:15][CH3:16])[CH2:13][CH3:14])[CH:5]=[CH:4][C:3]=1[N+:17]([O-:19])=[O:18].[CH2:20]([NH2:24])[CH2:21][CH2:22][CH3:23]. (2) Given the product [CH:41]1([N:12]2[C:11]3[CH:47]=[CH:48][C:8]([CH2:7][OH:6])=[CH:9][C:10]=3[N:14]=[C:13]2[NH:15][C:16]2[C:24]3[C:19](=[CH:20][CH:21]=[C:22]([C:25]4[CH:26]=[N:27][CH:28]=[CH:29][C:30]=4[O:31][CH3:32])[CH:23]=3)[NH:18][N:17]=2)[CH2:46][CH2:45][CH2:44][CH2:43][CH2:42]1, predict the reactants needed to synthesize it. The reactants are: C([SiH2][O:6][C:7](C)(C)[C:8]1[CH:48]=[CH:47][C:11]2[N:12]([CH:41]3[CH2:46][CH2:45][CH2:44][CH2:43][CH2:42]3)[C:13]([NH:15][C:16]3[C:24]4[C:19](=[CH:20][CH:21]=[C:22]([C:25]5[CH:26]=[N:27][CH:28]=[CH:29][C:30]=5[O:31][CH3:32])[CH:23]=4)[N:18](COCC[Si](C)(C)C)[N:17]=3)=[N:14][C:10]=2[CH:9]=1)(C)(C)C.Cl.